From a dataset of Forward reaction prediction with 1.9M reactions from USPTO patents (1976-2016). Predict the product of the given reaction. The product is: [Br:1][C:2]1[CH:7]=[C:6]([F:8])[CH:5]=[CH:4][C:3]=1[C@@H:9]1[N:10]=[C:11]([C:22]2[S:23][CH:24]=[CH:25][N:26]=2)[NH:12][C:13]([CH2:20][N:38]2[CH2:39][C:35]([F:43])([F:34])[CH2:36][C@H:37]2[C:40]([OH:42])=[O:41])=[C:14]1[C:15]([O:17][CH2:18][CH3:19])=[O:16]. Given the reactants [Br:1][C:2]1[CH:7]=[C:6]([F:8])[CH:5]=[CH:4][C:3]=1[C@H:9]1[C:14]([C:15]([O:17][CH2:18][CH3:19])=[O:16])=[C:13]([CH2:20]Br)[NH:12][C:11]([C:22]2[S:23][CH:24]=[CH:25][N:26]=2)=[N:10]1.FC(F)(F)C(O)=O.[F:34][C:35]1([F:43])[CH2:39][NH:38][C@H:37]([C:40]([OH:42])=[O:41])[CH2:36]1.C(=O)([O-])[O-].[K+].[K+], predict the reaction product.